From a dataset of Full USPTO retrosynthesis dataset with 1.9M reactions from patents (1976-2016). Predict the reactants needed to synthesize the given product. Given the product [Cl:1][C:2]1[CH:3]=[C:4]([C:21]2[CH:22]=[CH:23][C:24]([C:27]([N:48]3[CH2:49][CH2:50][CH:45]([C:44]([F:52])([F:51])[F:43])[CH2:46][CH2:47]3)=[O:28])=[CH:25][CH:26]=2)[CH:5]=[C:6]([Cl:20])[C:7]=1[CH2:8][N:9]1[CH2:13][CH2:12][C:11]2([CH2:14][CH2:15][CH2:16][CH2:17][CH2:18]2)[C:10]1=[O:19], predict the reactants needed to synthesize it. The reactants are: [Cl:1][C:2]1[CH:3]=[C:4]([C:21]2[CH:26]=[CH:25][C:24]([C:27](O)=[O:28])=[CH:23][CH:22]=2)[CH:5]=[C:6]([Cl:20])[C:7]=1[CH2:8][N:9]1[CH2:13][CH2:12][C:11]2([CH2:18][CH2:17][CH2:16][CH2:15][CH2:14]2)[C:10]1=[O:19].C(N1C=CN=C1)(N1C=CN=C1)=O.Cl.[F:43][C:44]([F:52])([F:51])[CH:45]1[CH2:50][CH2:49][NH:48][CH2:47][CH2:46]1.C(N(C(C)C)CC)(C)C.